This data is from Full USPTO retrosynthesis dataset with 1.9M reactions from patents (1976-2016). The task is: Predict the reactants needed to synthesize the given product. Given the product [N+:1]([C:4]1[C:5]2[NH:11][CH:12]([C:13]3[CH:18]=[CH:17][CH:16]=[CH:15][CH:14]=3)[NH:10][C:6]=2[CH:7]=[CH:8][CH:9]=1)([O-:3])=[O:2], predict the reactants needed to synthesize it. The reactants are: [N+:1]([C:4]1[CH:9]=[CH:8][CH:7]=[C:6]([NH2:10])[C:5]=1[NH2:11])([O-:3])=[O:2].[CH:12](=O)[C:13]1[CH:18]=[CH:17][CH:16]=[CH:15][CH:14]=1.